This data is from Forward reaction prediction with 1.9M reactions from USPTO patents (1976-2016). The task is: Predict the product of the given reaction. Given the reactants [N:1]1([C:6]2[CH:11]=[CH:10][CH:9]=[CH:8][C:7]=2[NH2:12])[CH:5]=[CH:4][CH:3]=[CH:2]1.[Cl-].[CH3:14][C:15]1[CH:16]=[C:17]([CH:25]=[CH:26][CH:27]=1)[CH:18]=[N+:19]1[CH2:24][CH2:23][CH2:22][CH2:21][CH2:20]1.CC1C=C(C=CC=1)C=O.N1CCCCC1, predict the reaction product. The product is: [N:19]1([CH:18]([C:17]2[CH:16]=[C:15]([CH3:14])[CH:27]=[CH:26][CH:25]=2)[C:5]2[N:1]([C:6]3[CH:11]=[CH:10][CH:9]=[CH:8][C:7]=3[NH2:12])[CH:2]=[CH:3][CH:4]=2)[CH2:24][CH2:23][CH2:22][CH2:21][CH2:20]1.